This data is from Reaction yield outcomes from USPTO patents with 853,638 reactions. The task is: Predict the reaction yield, written as a fraction of the theoretical maximum amount of product (1.0 means a 100% yield; for example, 0.34 means a 34% yield). The reactants are [CH3:1][O:2][C:3]1[CH:12]=[CH:11][CH:10]=[C:5]([C:6]([O:8]C)=[O:7])[C:4]=1[C:13]([O:15]C)=[O:14].[OH-].[K+].CO. The catalyst is O. The product is [CH3:1][O:2][C:3]1[CH:12]=[CH:11][CH:10]=[C:5]([C:6]([OH:8])=[O:7])[C:4]=1[C:13]([OH:15])=[O:14]. The yield is 0.840.